Dataset: Experimentally validated miRNA-target interactions with 360,000+ pairs, plus equal number of negative samples. Task: Binary Classification. Given a miRNA mature sequence and a target amino acid sequence, predict their likelihood of interaction. (1) The miRNA is hsa-miR-6750-3p with sequence GAACUCACCCUCUGCUCCCAG. The protein sequence of the target gene is MAKPTSKDSGLKEKFKILLGLGTPRPNPRSAEGKQTEFIITAEILRELSMECGLNNRIRMIGQICEVAKTKKFEEHAVEALWKAVADLLQPERPLEARHAVLALLKAIVQGQGERLGVLRALFFKVIKDYPSNEDLHERLEVFKALTDNGRHITYLEEELADFVLQWMDVGLSSEFLLVLVNLVKFNSCYLDEYIARMVQMICLLCVRTASSVDIEVSLQVLDAVVCYNCLPAESLPLFIVTLCRTINVKELCEPCWKLMRNLLGTHLGHSAIYNMCHLMEDRAYMEDAPLLRGAVFFVG.... Result: 0 (no interaction). (2) The miRNA is mmu-miR-107-3p with sequence AGCAGCAUUGUACAGGGCUAUCA. The protein sequence of the target gene is MFRAAAPGQLRRAASLLRFQSTLVIAEHANDSLAPITLNTITAATRLGGEVSCLVAGTKCDKVAQDLCKVAGIAKVLVAQHDVYKGLLPEELTPLILATQKQFNYTHICAGASAFGKNLLPRVAAKLEVAPISDIIAIKSPDTFVRTIYAGNALCTVKCDEKVKVFSVRGTSFDAAATSGGSASSEKASSTSPVEISEWLDQKLTKSDRPELTGAKVVVSGGRGLKSGENFKLLYDLADQLHAAVGASRAAVDAGFVPNDMQVGQTGKIVAPELYIAVGISGAIQHLAGMKDSKTIVAIN.... Result: 0 (no interaction). (3) The miRNA is hsa-miR-6130 with sequence UGAGGGAGUGGAUUGUAUG. The protein sequence of the target gene is MLLKLLQRQTYTCLSHRYGLYVCFVGVVVTIVSAFQFGEVVLEWSRDQYHVLFDSYRDNIAGKSFQNRLCLPMPIDVVYTWVNGTDLELLKELQQVREHMEEEQRAMRETLGKNTTEPTKKSEKQLECLLTHCIKVPMLVLDPPLPANCTLKDLPTLYPSFHAASDMFNVAKPKNPSTNVSVVVFDTTKDVEDAHAGPFKGGSKQMVWRAYLTTDKEAPGLVLMQGLAFLSGFPPTFKETSQLKTKLPEKLSSKIKLLRLYSEASVALLKLNNPKGFQELNKQTKKNMTIDGKELTISPA.... Result: 0 (no interaction). (4) The protein sequence of the target gene is MSSVSSDIDGPPETKRFRIDVDTQVGIDTPSVSTNCAPPVAGEASQDGQSPAAPSSASYRSSNSSVISSSESPIKDEDVDVHDGQDDTEDIAMDVSGSTGSIVNNSEIFEMLNKTFGGVFNCDLEGIMRPSALMHPSSPPTPIQSAGIPGALAVAQSPAAQLFSGDDWSWHRNPAASIRSGGTNKQTPVWKYFVYNKTENLSRCIVGDCTYMLKGPHTSTLACHLKKHTREYSEFQKLKTEYSRTKLDQQPKIPDGAPHPLTLQTQNTPRQTGSPASTCNTNSNTSSSVSSGSGIGSGSG.... Result: 0 (no interaction). The miRNA is mmu-miR-3088-3p with sequence UUCAUGAGCAGCUGCAAAGGUGU. (5) The miRNA is hsa-miR-548s with sequence AUGGCCAAAACUGCAGUUAUUUU. The protein sequence of the target gene is MCEEEDSTALVCDNGSGLCKAGFAGDDAPRAVFPSIVGRPRHQGVMVGMGQKDSYVGDEAQSKRGILTLKYPIEHGIITNWDDMEKIWHHSFYNELRVAPEEHPTLLTEAPLNPKANREKMTQIMFETFNVPAMYVAIQAVLSLYASGRTTGIVLDSGDGVTHNVPIYEGYALPHAIMRLDLAGRDLTDYLMKILTERGYSFVTTAEREIVRDIKEKLCYVALDFENEMATAASSSSLEKSYELPDGQVITIGNERFRCPETLFQPSFIGMESAGIHETTYNSIMKCDIDIRKDLYANNV.... Result: 0 (no interaction). (6) The miRNA is hsa-miR-4491 with sequence AAUGUGGACUGGUGUGACCAAA. The protein sequence of the target gene is MKELSVHVRQQTRALLHKILLKKWRRKRESLLEWSIPIIIGLHMGLFSYLARNIQVLEVPPQDLGSLNEFNGSSLVVVYTPISNITQQIMNKTTFAPTMKGTRIIGVPSIEDLDEVLLHNIPDALGVIFNDSFSYQLKVLRMYGNPFLKEDLLAHCWDTHSQAFCSLSKYWERGFVALQTAINAGIIEVTTNHSVMEELMSIDGINMKTLPFIPRDLSDYEIFILFCLLYFSSFIYFASSNVTKERKQCKEVMKVMGLQDSAFWLSWGLIYVGFIFIISIFIAIIITSTQIIMMTGFLVI.... Result: 0 (no interaction).